Dataset: Full USPTO retrosynthesis dataset with 1.9M reactions from patents (1976-2016). Task: Predict the reactants needed to synthesize the given product. (1) Given the product [CH:18]1([O:6][C:5]2[CH:4]=[C:3]([CH:11]=[C:10]([O:15][CH3:12])[CH:7]=2)[CH:2]=[O:1])[CH2:22][CH2:21][CH2:20][CH2:19]1, predict the reactants needed to synthesize it. The reactants are: [O:1]=[CH:2][C:3]1[CH:11]=[CH:10][C:7](OC)=[C:5]([OH:6])[CH:4]=1.[C:12]([O-:15])([O-])=O.[K+].[K+].[CH:18]1(Br)[CH2:22][CH2:21][CH2:20][CH2:19]1. (2) Given the product [NH2:7][C:8]1[C:13]2=[CH:14][N:15]([C:17]3[C:22]([Cl:23])=[CH:21][C:20]([C:24]#[N:25])=[CH:19][C:18]=3[Cl:26])[N:16]=[C:12]2[CH:11]=[CH:10][N:9]=1, predict the reactants needed to synthesize it. The reactants are: C(OC(=O)[NH:7][C:8]1[C:13]2=[CH:14][N:15]([C:17]3[C:22]([Cl:23])=[CH:21][C:20]([C:24]#[N:25])=[CH:19][C:18]=3[Cl:26])[N:16]=[C:12]2[CH:11]=[CH:10][N:9]=1)(C)(C)C.Cl. (3) Given the product [CH:6]([S:8]([C:11]1[CH:19]=[CH:18][C:14]([C:15]([Cl:22])=[O:16])=[CH:13][CH:12]=1)(=[O:10])=[O:9])=[CH2:7], predict the reactants needed to synthesize it. The reactants are: CN(C)C=O.[CH:6]([S:8]([C:11]1[CH:19]=[CH:18][C:14]([C:15](O)=[O:16])=[CH:13][CH:12]=1)(=[O:10])=[O:9])=[CH2:7].S(Cl)([Cl:22])=O. (4) Given the product [C:21]1([C:2]2[N:7]=[CH:6][N:5]=[C:4]([N:8]3[CH2:13][CH2:12][N:11]([C:14]([O:16][C:17]([CH3:20])([CH3:19])[CH3:18])=[O:15])[CH2:10][CH2:9]3)[CH:3]=2)[CH:26]=[CH:25][CH:24]=[CH:23][CH:22]=1, predict the reactants needed to synthesize it. The reactants are: Cl[C:2]1[N:7]=[CH:6][N:5]=[C:4]([N:8]2[CH2:13][CH2:12][N:11]([C:14]([O:16][C:17]([CH3:20])([CH3:19])[CH3:18])=[O:15])[CH2:10][CH2:9]2)[CH:3]=1.[C:21]1(B(O)O)[CH:26]=[CH:25][CH:24]=[CH:23][CH:22]=1.P([O-])([O-])([O-])=O.[K+].[K+].[K+]. (5) Given the product [CH2:12]([O:11][C:9]1[CH:8]=[CH:7][C:3]([C:4]([NH2:6])=[O:5])=[C:2]([NH:1][C:27](=[O:28])[CH:26]([C:23]2[CH:24]=[CH:25][C:20]([F:19])=[CH:21][CH:22]=2)[OH:30])[CH:10]=1)[C:13]1[CH:18]=[CH:17][CH:16]=[CH:15][CH:14]=1, predict the reactants needed to synthesize it. The reactants are: [NH2:1][C:2]1[CH:10]=[C:9]([O:11][CH2:12][C:13]2[CH:18]=[CH:17][CH:16]=[CH:15][CH:14]=2)[CH:8]=[CH:7][C:3]=1[C:4]([NH2:6])=[O:5].[F:19][C:20]1[CH:25]=[CH:24][C:23]([CH:26]2[O:30]C(=O)[O:28][C:27]2=O)=[CH:22][CH:21]=1. (6) Given the product [N:1]1([CH:5]2[CH2:10][CH2:9][NH:8][CH2:7][CH2:6]2)[CH2:4][CH2:3][CH2:2]1, predict the reactants needed to synthesize it. The reactants are: [N:1]1([CH:5]2[CH2:10][CH2:9][N:8](CC3C=CC=CC=3)[CH2:7][CH2:6]2)[CH2:4][CH2:3][CH2:2]1.[H][H]. (7) Given the product [C:12]([O:11][C:9](=[O:10])[NH:23][C@H:22]([C:16]1[CH:21]=[CH:20][CH:19]=[CH:18][CH:17]=1)[CH2:24][OH:25])([CH3:13])([CH3:14])[CH3:15], predict the reactants needed to synthesize it. The reactants are: [C:9](O[C:9]([O:11][C:12]([CH3:15])([CH3:14])[CH3:13])=[O:10])([O:11][C:12]([CH3:15])([CH3:14])[CH3:13])=[O:10].[C:16]1([C@H:22]([CH2:24][OH:25])[NH2:23])[CH:21]=[CH:20][CH:19]=[CH:18][CH:17]=1.C(N(CC)CC)C. (8) Given the product [C:26]([O:30][C:31](=[O:37])[N:32]([CH2:34][CH2:35][NH:36][C:18]([C:16]1[S:15][C:10]2=[N:11][C:12]3[C:7]([CH:8]=[C:9]2[CH:17]=1)=[CH:6][C:5]([C:1]([CH3:2])([CH3:4])[CH3:3])=[CH:14][CH:13]=3)=[O:20])[CH3:33])([CH3:29])([CH3:27])[CH3:28], predict the reactants needed to synthesize it. The reactants are: [C:1]([C:5]1[CH:6]=[C:7]2[C:12](=[CH:13][CH:14]=1)[N:11]=[C:10]1[S:15][C:16]([C:18]([OH:20])=O)=[CH:17][C:9]1=[CH:8]2)([CH3:4])([CH3:3])[CH3:2].CN(C=O)C.[C:26]([O:30][C:31](=[O:37])[N:32]([CH2:34][CH2:35][NH2:36])[CH3:33])([CH3:29])([CH3:28])[CH3:27].C(N(C(C)C)CC)(C)C.